This data is from Forward reaction prediction with 1.9M reactions from USPTO patents (1976-2016). The task is: Predict the product of the given reaction. (1) Given the reactants [CH3:1][O:2][C:3](=[O:12])[C:4]1[CH:9]=[CH:8][C:7]([OH:10])=[C:6]([Cl:11])[CH:5]=1.C1(P(C2C=CC=CC=2)C2C=CC=CC=2)C=CC=CC=1.CCOC(/N=N/C(OCC)=O)=O.[C:44]([O:48][CH2:49][CH:50](O)[CH3:51])([CH3:47])([CH3:46])[CH3:45], predict the reaction product. The product is: [CH3:1][O:2][C:3](=[O:12])[C:4]1[CH:9]=[CH:8][C:7]([O:10][CH:50]([CH3:51])[CH2:49][O:48][C:44]([CH3:47])([CH3:46])[CH3:45])=[C:6]([Cl:11])[CH:5]=1. (2) Given the reactants [H-].[Na+].[Br:3][C:4]1[CH:9]=[CH:8][CH:7]=[CH:6][C:5]=1[C:10]1[NH:14][CH:13]=[C:12]([CH:15]=[O:16])[CH:11]=1.C1OCCOCCOCCOCCOC1.[N:32]1[CH:37]=[CH:36][CH:35]=[C:34]([S:38](Cl)(=[O:40])=[O:39])[CH:33]=1, predict the reaction product. The product is: [Br:3][C:4]1[CH:9]=[CH:8][CH:7]=[CH:6][C:5]=1[C:10]1[N:14]([S:38]([C:34]2[CH:33]=[N:32][CH:37]=[CH:36][CH:35]=2)(=[O:40])=[O:39])[CH:13]=[C:12]([CH:15]=[O:16])[CH:11]=1.